Dataset: Full USPTO retrosynthesis dataset with 1.9M reactions from patents (1976-2016). Task: Predict the reactants needed to synthesize the given product. (1) Given the product [NH2:14][C:9]1[CH:8]=[C:7]2[C:12]([CH:13]=[C:4]([CH:2]([OH:1])[CH3:3])[CH:5]=[N:6]2)=[CH:11][CH:10]=1, predict the reactants needed to synthesize it. The reactants are: [OH:1][CH:2]([C:4]1[CH:5]=[N:6][C:7]2[C:12]([CH:13]=1)=[CH:11][CH:10]=[C:9]([NH:14]C(=O)OCC1C=CC=CC=1)[CH:8]=2)[CH3:3]. (2) The reactants are: [NH2:1][C:2]1[CH:3]=[C:4]([C:15]2[C:24]3[C:19](=[CH:20][CH:21]=[CH:22][CH:23]=3)[C:18](=[O:25])[NH:17][N:16]=2)[CH:5]=[CH:6][C:7]=1[N:8]1[CH2:13][CH2:12][N:11]([CH3:14])[CH2:10][CH2:9]1.[C:26](OC(=O)C)(=[O:28])[CH3:27]. Given the product [CH3:14][N:11]1[CH2:10][CH2:9][N:8]([C:7]2[CH:6]=[CH:5][C:4]([C:15]3[C:24]4[C:19](=[CH:20][CH:21]=[CH:22][CH:23]=4)[C:18](=[O:25])[NH:17][N:16]=3)=[CH:3][C:2]=2[NH:1][C:26](=[O:28])[CH3:27])[CH2:13][CH2:12]1, predict the reactants needed to synthesize it. (3) Given the product [N+:1]([C:4]1[C:5]([N:10]2[CH2:15][CH2:14][C:13](=[CH:16][C:17]3[O:32][C:21]4[CH:22]=[CH:23][C:24]([C:26]5[CH:31]=[CH:30][CH:29]=[CH:28][CH:27]=5)=[CH:25][C:20]=4[CH:18]=3)[CH2:12][CH2:11]2)=[N:6][CH:7]=[CH:8][CH:9]=1)([O-:3])=[O:2], predict the reactants needed to synthesize it. The reactants are: [N+:1]([C:4]1[C:5]([N:10]2[CH2:15][CH2:14][C:13](=[CH:16][C:17]#[CH:18])[CH2:12][CH2:11]2)=[N:6][CH:7]=[CH:8][CH:9]=1)([O-:3])=[O:2].I[C:20]1[CH:25]=[C:24]([C:26]2[CH:31]=[CH:30][CH:29]=[CH:28][CH:27]=2)[CH:23]=[CH:22][C:21]=1[OH:32]. (4) Given the product [F:4][C:5]1[CH:10]=[CH:9][C:8]([C:11](=[O:21])[CH2:12][CH2:13][CH2:14][N:15]2[CH2:20][CH2:19][CH2:18][CH2:17][CH2:16]2)=[CH:7][CH:6]=1, predict the reactants needed to synthesize it. The reactants are: [OH-].[Na+].Cl.[F:4][C:5]1[CH:10]=[CH:9][C:8]([C:11](=[O:21])[CH2:12][CH2:13][CH2:14][N:15]2[CH2:20][CH2:19][CH2:18][CH2:17][CH2:16]2)=[CH:7][CH:6]=1. (5) Given the product [CH2:15]([NH:22][C:23]([NH:13][C:11]1[CH:10]=[N:9][N:8]([CH2:7][C:6]2[C:2]([CH3:1])=[N:3][O:4][C:5]=2[CH3:14])[CH:12]=1)=[O:24])[C:16]1[CH:21]=[CH:20][CH:19]=[CH:18][CH:17]=1, predict the reactants needed to synthesize it. The reactants are: [CH3:1][C:2]1[C:6]([CH2:7][N:8]2[CH:12]=[C:11]([NH2:13])[CH:10]=[N:9]2)=[C:5]([CH3:14])[O:4][N:3]=1.[CH2:15]([N:22]=[C:23]=[O:24])[C:16]1[CH:21]=[CH:20][CH:19]=[CH:18][CH:17]=1. (6) Given the product [CH3:3][C:4]([CH3:29])([CH3:28])[C:5]([O:7][CH2:8][N:9]1[CH:13]=[CH:12][N:11]=[C:10]1[C@H:14]1[C@H:23]2[CH2:24][CH2:25][N:26]([C:37]([C@H:35]3[CH2:36][C:31]([F:55])([F:30])[CH2:32][CH2:33][C@H:34]3[NH:40][C:41]([C:43]3[CH:48]=[CH:47][C:46]([N:49]4[CH:53]=[CH:52][C:51]([CH3:54])=[N:50]4)=[CH:45][CH:44]=3)=[O:42])=[O:38])[C@H:22]2[C:21]2[CH:20]=[C:19]([F:27])[CH:18]=[CH:17][C:16]=2[NH:15]1)=[O:6], predict the reactants needed to synthesize it. The reactants are: Cl.Cl.[CH3:3][C:4]([CH3:29])([CH3:28])[C:5]([O:7][CH2:8][N:9]1[CH:13]=[CH:12][N:11]=[C:10]1[C@H:14]1[C@H:23]2[CH2:24][CH2:25][NH:26][C@H:22]2[C:21]2[CH:20]=[C:19]([F:27])[CH:18]=[CH:17][C:16]=2[NH:15]1)=[O:6].[F:30][C:31]1([F:55])[CH2:36][C@H:35]([C:37](O)=[O:38])[C@H:34]([NH:40][C:41]([C:43]2[CH:48]=[CH:47][C:46]([N:49]3[CH:53]=[CH:52][C:51]([CH3:54])=[N:50]3)=[CH:45][CH:44]=2)=[O:42])[CH2:33][CH2:32]1. (7) Given the product [Cl:1][C:2]1[CH:3]=[C:4]2[C:8](=[CH:9][CH:10]=1)[C:7](=[O:11])[N:6]([C:12]1[CH:13]=[N:14][CH:15]=[C:16]([N:18]3[CH2:23][CH2:22][N:21]([C:33]([C:28]4[C:27]([Cl:26])=[CH:32][CH:31]=[CH:30][N:29]=4)=[O:34])[CH2:20][CH2:19]3)[CH:17]=1)[C:5]2([CH3:25])[CH3:24], predict the reactants needed to synthesize it. The reactants are: [Cl:1][C:2]1[CH:3]=[C:4]2[C:8](=[CH:9][CH:10]=1)[C:7](=[O:11])[N:6]([C:12]1[CH:13]=[N:14][CH:15]=[C:16]([N:18]3[CH2:23][CH2:22][NH:21][CH2:20][CH2:19]3)[CH:17]=1)[C:5]2([CH3:25])[CH3:24].[Cl:26][C:27]1[C:28]([C:33](O)=[O:34])=[N:29][CH:30]=[CH:31][CH:32]=1.CN(C(ON1N=NC2C=CC=NC1=2)=[N+](C)C)C.F[P-](F)(F)(F)(F)F.CCN(CC)CC.